From a dataset of Retrosynthesis with 50K atom-mapped reactions and 10 reaction types from USPTO. Predict the reactants needed to synthesize the given product. (1) Given the product O=c1cc(O)ccn1Cc1cccc(F)c1, predict the reactants needed to synthesize it. The reactants are: O=c1cc(OCc2ccccc2)ccn1Cc1cccc(F)c1. (2) Given the product Cn1nc(C2CCN(c3ccc(/N=C/c4ccc([N+](=O)[O-])o4)cc3F)CC2)oc1=O, predict the reactants needed to synthesize it. The reactants are: Cn1nc(C2CCN(c3ccc(N)cc3F)CC2)oc1=O.O=Cc1ccc([N+](=O)[O-])o1. (3) Given the product CO/C=C\C1C[C@@H](O[Si](C)(C)C(C)(C)C)CN1C(=O)OC(C)(C)C, predict the reactants needed to synthesize it. The reactants are: CC(C)(C)OC(=O)N1C[C@H](O[Si](C)(C)C(C)(C)C)C[C@H]1C=O.CC(C)(C)[O-]. (4) Given the product CN(C)C(=S)Oc1ccc(C(F)(F)F)cc1C(=O)c1ccc(C#N)cc1, predict the reactants needed to synthesize it. The reactants are: CN(C)C(=S)Cl.N#Cc1ccc(C(=O)c2cc(C(F)(F)F)ccc2O)cc1. (5) Given the product C[C@@H](NC(=O)C1(NC(=O)C(F)(F)F)CC1)c1ccc(Br)cc1F, predict the reactants needed to synthesize it. The reactants are: C[C@@H]([NH3+])c1ccc(Br)cc1F.O=C(NC1(C(=O)O)CC1)C(F)(F)F. (6) Given the product O=C(c1ccc2c(c1)N(Cc1ccc(OC3CCNCC3)cc1)C(=O)CN(C(=O)c1ccc(Cl)cc1)C2)N1CCCC1, predict the reactants needed to synthesize it. The reactants are: C1CCNC1.O=C(O)c1ccc2c(c1)N(Cc1ccc(OC3CCNCC3)cc1)C(=O)CN(C(=O)c1ccc(Cl)cc1)C2. (7) Given the product COc1cc(C#CCO)cc2c(O)c(C(=O)NCc3ccc(Cl)cc3)cnc12, predict the reactants needed to synthesize it. The reactants are: C#CCO.COc1cc(I)cc2c(O)c(C(=O)NCc3ccc(Cl)cc3)cnc12.